From a dataset of Peptide-MHC class I binding affinity with 185,985 pairs from IEDB/IMGT. Regression. Given a peptide amino acid sequence and an MHC pseudo amino acid sequence, predict their binding affinity value. This is MHC class I binding data. The peptide sequence is YSDPKRFFL. The MHC is Mamu-A01 with pseudo-sequence Mamu-A01. The binding affinity (normalized) is 0.678.